Dataset: Cav3 T-type calcium channel HTS with 100,875 compounds. Task: Binary Classification. Given a drug SMILES string, predict its activity (active/inactive) in a high-throughput screening assay against a specified biological target. (1) The drug is S(c1c2c(n(CCNC(=O)c3ccc(F)cc3)c1)cccc2)CC(=O)Nc1noc(c1)C. The result is 1 (active). (2) The compound is s1c(C2C(=C(NC(=C2C(OCC)=O)C)C)C(OCC)=O)c(cc1)C. The result is 0 (inactive). (3) The compound is O(C1C(N(C1=O)c1cc(c(cc1)C)C)c1cc(OC)c(OC)cc1)c1ccccc1. The result is 0 (inactive). (4) The molecule is S(c1n(c(nn1)Cc1ccccc1)CC)CC(=O)Nc1noc(c1)C. The result is 0 (inactive). (5) The molecule is O=C(N1CCN(CC1)Cc1cc2OCOc2cc1)c1c(cc(oc1C)=O)C. The result is 0 (inactive). (6) The compound is S(=O)(=O)(N1CCc2c(C1)cc(OC)c(OC)c2)c1cc2OCCOc2cc1. The result is 0 (inactive). (7) The molecule is O1C(O)(COc2c1cccc2)c1ccc(NC(=O)C)cc1. The result is 0 (inactive). (8) The drug is O1C(CCC1)CNC(=O)c1c(cc(oc1C)=O)C. The result is 0 (inactive).